From a dataset of Reaction yield outcomes from USPTO patents with 853,638 reactions. Predict the reaction yield, written as a fraction of the theoretical maximum amount of product (1.0 means a 100% yield; for example, 0.34 means a 34% yield). (1) The reactants are [Cl:1][C:2]1[CH:3]=[C:4]2[C:9](=[CH:10][CH:11]=1)[O:8][CH2:7][CH2:6][CH:5]2[NH:12][C:13]1[CH:18]=[C:17](F)[CH:16]=[CH:15][C:14]=1[S:20]([CH3:23])(=[O:22])=[O:21].[NH:24]1[CH2:29][CH2:28][NH:27][CH2:26][CH2:25]1.C(N(CC)C(C)C)(C)C. The catalyst is C(#N)C. The product is [Cl:1][C:2]1[CH:3]=[C:4]2[C:9](=[CH:10][CH:11]=1)[O:8][CH2:7][CH2:6][CH:5]2[NH:12][C:13]1[CH:18]=[C:17]([N:24]2[CH2:29][CH2:28][NH:27][CH2:26][CH2:25]2)[CH:16]=[CH:15][C:14]=1[S:20]([CH3:23])(=[O:22])=[O:21]. The yield is 0.150. (2) The reactants are [Br:1][C:2]1[CH:7]=[CH:6][CH:5]=[CH:4][C:3]=1[C:8]1[CH:13]=[CH:12][C:11]([CH2:14][OH:15])=[CH:10][CH:9]=1.C(N(CC)CC)C.[CH3:23][S:24](Cl)(=[O:26])=[O:25]. The catalyst is ClCCl.C(=O)(O)[O-].[Na+]. The product is [Br:1][C:2]1[CH:7]=[CH:6][CH:5]=[CH:4][C:3]=1[C:8]1[CH:13]=[CH:12][C:11]([CH2:14][O:15][S:24]([CH3:23])(=[O:26])=[O:25])=[CH:10][CH:9]=1. The yield is 0.720. (3) The reactants are [F:1][C:2]1([F:38])[C@:6](OC(=O)C2C=CC=C(F)C=2)([OH:7])[C@@H:5]([CH:18](OC(=O)C2C=CC=C(F)C=2)[OH:19])[O:4][C@H:3]1[N:30]1[CH:37]=[CH:36][C:34]([NH2:35])=[N:33][C:31]1=[O:32].O.N. The catalyst is CO. The product is [F:38][C:2]1([F:1])[C@H:6]([OH:7])[C@@H:5]([CH2:18][OH:19])[O:4][C@H:3]1[N:30]1[CH:37]=[CH:36][C:34]([NH2:35])=[N:33][C:31]1=[O:32]. The yield is 1.00. (4) The catalyst is CN(C)C=O.C(OCC)(=O)C. The product is [Br:1][C:2]1[C:7]([CH3:8])=[C:6]([N+:9]([O-:11])=[O:10])[CH:5]=[CH:4][C:3]=1[O:12][CH2:14][CH:15]1[CH2:17][CH2:16]1. The reactants are [Br:1][C:2]1[C:7]([CH3:8])=[C:6]([N+:9]([O-:11])=[O:10])[CH:5]=[CH:4][C:3]=1[OH:12].Br[CH2:14][CH:15]1[CH2:17][CH2:16]1.C(=O)([O-])[O-].[Cs+].[Cs+].[Cl-].[Na+]. The yield is 0.870. (5) The yield is 0.780. The catalyst is O1CCOCC1.C(Cl)CCl. The product is [CH3:1][C:2]1([CH3:32])[C@@H:5]([C:6]2[N:10]3[C:11]4[CH:17]=[CH:16][N:15]([S:18]([C:21]5[CH:22]=[CH:23][C:24]([CH3:25])=[CH:26][CH:27]=5)(=[O:20])=[O:19])[C:12]=4[N:13]=[CH:14][C:9]3=[N:8][N:7]=2)[CH2:4][C@H:3]1[NH2:28]. The reactants are [CH3:1][C:2]1([CH3:32])[C@@H:5]([C:6]2[N:10]3[C:11]4[CH:17]=[CH:16][N:15]([S:18]([C:21]5[CH:27]=[CH:26][C:24]([CH3:25])=[CH:23][CH:22]=5)(=[O:20])=[O:19])[C:12]=4[N:13]=[CH:14][C:9]3=[N:8][N:7]=2)[CH2:4][C@H:3]1[NH:28]C(=O)C.C(N[C@@H]1C[C@H](C(O)=O)C1(C)C)(=O)C.CCN(C(C)C)C(C)C.Cl.